This data is from Forward reaction prediction with 1.9M reactions from USPTO patents (1976-2016). The task is: Predict the product of the given reaction. (1) The product is: [CH2:3]([C:7]1[C:17]([CH2:18][C:19]2[N:24]=[C:23]([C:25]([OH:27])=[O:26])[CH:22]=[CH:21][CH:20]=2)=[C:10]2[CH:11]=[CH:12][C:13]([O:15][CH3:16])=[CH:14][N:9]2[N:8]=1)[CH:4]([CH3:6])[CH3:5]. Given the reactants [OH-].[K+].[CH2:3]([C:7]1[C:17]([CH2:18][C:19]2[N:24]=[C:23]([C:25]([O:27]C)=[O:26])[CH:22]=[CH:21][CH:20]=2)=[C:10]2[CH:11]=[CH:12][C:13]([O:15][CH3:16])=[CH:14][N:9]2[N:8]=1)[CH:4]([CH3:6])[CH3:5].Cl, predict the reaction product. (2) The product is: [Cl:1][C:2]1[C:3]2[CH:18]=[C:17]([OH:19])[C:16]([OH:21])=[C:15]([C:23]#[N:24])[C:4]=2[S:5][C:6]=1[C:7]([N:9]1[CH2:10][CH2:11][O:12][CH2:13][CH2:14]1)=[O:8]. Given the reactants [Cl:1][C:2]1[C:3]2[CH:18]=[C:17]([O:19]C)[C:16]([O:21]C)=[C:15]([C:23]#[N:24])[C:4]=2[S:5][C:6]=1[C:7]([N:9]1[CH2:14][CH2:13][O:12][CH2:11][CH2:10]1)=[O:8].B(Br)(Br)Br, predict the reaction product.